Dataset: Full USPTO retrosynthesis dataset with 1.9M reactions from patents (1976-2016). Task: Predict the reactants needed to synthesize the given product. The reactants are: Br[C:2]1[CH:7]=[CH:6][C:5]([C:8]2[O:12][N:11]=[C:10]([CH3:13])[C:9]=2[CH:14]([OH:27])[C:15]([F:26])([F:25])/[CH:16]=[CH:17]/[C:18]2[CH:23]=[CH:22][C:21]([F:24])=[CH:20][CH:19]=2)=[CH:4][CH:3]=1.[CH2:28]([O:30][C:31]([C:33]1([C:36]2[CH:41]=[CH:40][C:39](B3OC(C)(C)C(C)(C)O3)=[CH:38][CH:37]=2)[CH2:35][CH2:34]1)=[O:32])[CH3:29]. Given the product [CH2:28]([O:30][C:31]([C:33]1([C:36]2[CH:41]=[CH:40][C:39]([C:2]3[CH:3]=[CH:4][C:5]([C:8]4[O:12][N:11]=[C:10]([CH3:13])[C:9]=4[CH:14]([OH:27])[C:15]([F:25])([F:26])/[CH:16]=[CH:17]/[C:18]4[CH:19]=[CH:20][C:21]([F:24])=[CH:22][CH:23]=4)=[CH:6][CH:7]=3)=[CH:38][CH:37]=2)[CH2:34][CH2:35]1)=[O:32])[CH3:29], predict the reactants needed to synthesize it.